Dataset: Forward reaction prediction with 1.9M reactions from USPTO patents (1976-2016). Task: Predict the product of the given reaction. Given the reactants [CH3:1][C:2]1[N:3]=[C:4]([NH:11][C:12](=[O:20])OC2C=CC=CC=2)[C:5]([O:9][CH3:10])=[N:6][C:7]=1[CH3:8].[CH3:21][O:22][C:23]1[CH:28]=[CH:27][CH:26]=[CH:25][C:24]=1[N:29]1[CH2:34][CH2:33][NH:32][CH2:31][CH2:30]1, predict the reaction product. The product is: [CH3:1][C:2]1[N:3]=[C:4]([NH:11][C:12]([N:32]2[CH2:31][CH2:30][N:29]([C:24]3[CH:25]=[CH:26][CH:27]=[CH:28][C:23]=3[O:22][CH3:21])[CH2:34][CH2:33]2)=[O:20])[C:5]([O:9][CH3:10])=[N:6][C:7]=1[CH3:8].